From a dataset of Full USPTO retrosynthesis dataset with 1.9M reactions from patents (1976-2016). Predict the reactants needed to synthesize the given product. (1) Given the product [F:1][C:2]([F:13])([F:14])[C:3]([OH:12])([C:8]([F:10])([F:9])[F:11])[C:4]([O-:6])=[O:5].[C:32]1([S+:25]([C:19]2[CH:20]=[CH:21][CH:22]=[CH:23][CH:24]=2)[C:26]2[CH:31]=[CH:30][CH:29]=[CH:28][CH:27]=2)[CH:33]=[CH:34][CH:35]=[CH:36][CH:37]=1, predict the reactants needed to synthesize it. The reactants are: [F:1][C:2]([F:14])([F:13])[C:3]([OH:12])([C:8]([F:11])([F:10])[F:9])[C:4]([O:6]C)=[O:5].[OH-].[Na+].Cl.[Cl-].[C:19]1([S+:25]([C:32]2[CH:37]=[CH:36][CH:35]=[CH:34][CH:33]=2)[C:26]2[CH:31]=[CH:30][CH:29]=[CH:28][CH:27]=2)[CH:24]=[CH:23][CH:22]=[CH:21][CH:20]=1. (2) Given the product [CH3:1][O:2][C:3]1[CH:8]=[CH:7][C:6]([CH:15]=[O:16])=[CH:5][C:4]=1[CH2:9][CH2:10][CH3:11], predict the reactants needed to synthesize it. The reactants are: [CH3:1][O:2][C:3]1[CH:8]=[CH:7][CH:6]=[CH:5][C:4]=1[CH2:9][CH2:10][CH3:11].CN([CH:15]=[O:16])C.O=P(Cl)(Cl)Cl. (3) Given the product [C:10]1([C@H:8]([OH:9])[CH2:7][CH2:6][NH2:17])[CH:15]=[CH:14][CH:13]=[CH:12][CH:11]=1, predict the reactants needed to synthesize it. The reactants are: CS(O[CH2:6][CH2:7][C@H:8]([C:10]1[CH:15]=[CH:14][CH:13]=[CH:12][CH:11]=1)[OH:9])(=O)=O.C[NH2:17]. (4) Given the product [N:15]1([C:11]([C:9]2[S:10][C:3]3[C:4](=[N:5][CH:6]=[CH:7][C:2]=3[Cl:1])[CH:8]=2)=[O:13])[CH2:18][CH2:17][CH2:16]1, predict the reactants needed to synthesize it. The reactants are: [Cl:1][C:2]1[CH:7]=[CH:6][N:5]=[C:4]2[CH:8]=[C:9]([C:11]([OH:13])=O)[S:10][C:3]=12.Cl.[NH:15]1[CH2:18][CH2:17][CH2:16]1. (5) Given the product [N:17]1[CH:18]=[CH:19][CH:20]=[CH:21][C:16]=1[NH:15][C:13]([N:7]1[C@@H:8]2[CH2:12][N:11]([CH2:10][CH2:9]2)[C:5]2[CH:4]=[CH:3][C:2]([N:27]3[CH2:28][CH2:29][O:30][CH:25]([C:24]([F:32])([F:31])[F:23])[CH2:26]3)=[N:22][C:6]1=2)=[O:14], predict the reactants needed to synthesize it. The reactants are: Cl[C:2]1[CH:3]=[CH:4][C:5]2[N:11]3[CH2:12][C@H:8]([CH2:9][CH2:10]3)[N:7]([C:13]([NH:15][C:16]3[CH:21]=[CH:20][CH:19]=[CH:18][N:17]=3)=[O:14])[C:6]=2[N:22]=1.[F:23][C:24]([F:32])([F:31])[CH:25]1[O:30][CH2:29][CH2:28][NH:27][CH2:26]1.C1(P(C2CCCCC2)C2C=CC=CC=2C2C(C(C)C)=CC(C(C)C)=CC=2C(C)C)CCCCC1.C(=O)([O-])[O-].[K+].[K+]. (6) Given the product [CH3:27][O:26][C:25]1[CH:24]=[C:23]([CH3:28])[C:22]2[NH:21][C:20](=[O:29])[C:19]3[S:30][CH:31]=[CH:32][C:18]=3[C:17]=2[C:16]=1[C:2]1[CH:7]=[CH:6][C:5]([CH:8]([CH3:14])[CH2:9][S:10]([NH2:13])(=[O:12])=[O:11])=[CH:4][CH:3]=1, predict the reactants needed to synthesize it. The reactants are: Br[C:2]1[CH:7]=[CH:6][C:5]([CH:8]([CH3:14])[CH2:9][S:10]([NH2:13])(=[O:12])=[O:11])=[CH:4][CH:3]=1.Br[C:16]1[C:17]2[C:18]3[CH:32]=[CH:31][S:30][C:19]=3[C:20](=[O:29])[NH:21][C:22]=2[C:23]([CH3:28])=[CH:24][C:25]=1[O:26][CH3:27]. (7) Given the product [CH2:1]([O:8][CH2:9][C@H:10]([NH2:12])[CH3:11])[C:2]1[CH:7]=[CH:6][CH:5]=[CH:4][CH:3]=1, predict the reactants needed to synthesize it. The reactants are: [CH2:1]([O:8][CH2:9][C@H:10]([NH:12]C(OC(C)(C)C)=O)[CH3:11])[C:2]1[CH:7]=[CH:6][CH:5]=[CH:4][CH:3]=1.FC(F)(F)C(O)=O. (8) Given the product [C:1]([O:5][C:6]([N:8]1[CH2:12][CH:11]([O:13][C:14]2[CH:19]=[CH:18][C:17]([F:20])=[CH:16][C:15]=2[F:21])[CH2:10][CH:9]1[CH2:22][OH:23])=[O:7])([CH3:4])([CH3:3])[CH3:2], predict the reactants needed to synthesize it. The reactants are: [C:1]([O:5][C:6]([N:8]1[CH2:12][CH:11]([O:13][C:14]2[CH:19]=[CH:18][C:17]([F:20])=[CH:16][C:15]=2[F:21])[CH2:10][CH:9]1[C:22](O)=[O:23])=[O:7])([CH3:4])([CH3:3])[CH3:2]. (9) Given the product [C:15]([O:9][C:8]([C:5]1[C:4]([N+:11]([O-:13])=[O:12])=[CH:3][C:2]([Br:1])=[CH:7][N:6]=1)=[O:10])([CH3:17])([CH3:16])[CH3:14], predict the reactants needed to synthesize it. The reactants are: [Br:1][C:2]1[CH:3]=[C:4]([N+:11]([O-:13])=[O:12])[C:5]([C:8]([OH:10])=[O:9])=[N:6][CH:7]=1.[CH3:14][C:15](OC(OC(O[C:15]([CH3:17])([CH3:16])[CH3:14])=O)=O)([CH3:17])[CH3:16].C(=O)(O)[O-].[Na+].